This data is from Reaction yield outcomes from USPTO patents with 853,638 reactions. The task is: Predict the reaction yield, written as a fraction of the theoretical maximum amount of product (1.0 means a 100% yield; for example, 0.34 means a 34% yield). (1) The reactants are C[O:2][C:3](=[O:40])[CH2:4][O:5][C:6]1[CH:39]=[CH:38][C:9]2[O:10][CH2:11][C:12]3[N:37]=[CH:36][CH:35]=[CH:34][C:13]=3[C:14](=[CH:15][CH2:16][CH2:17][N:18]3[CH2:23][CH2:22][C:21]([C:25]4[CH:30]=[CH:29][C:28]([Cl:31])=[CH:27][CH:26]=4)([OH:24])[C:20]([CH3:33])([CH3:32])[CH2:19]3)[C:8]=2[CH:7]=1.[OH-].[Na+]. The catalyst is CO.O. The product is [Cl:31][C:28]1[CH:29]=[CH:30][C:25]([C:21]2([OH:24])[CH2:22][CH2:23][N:18]([CH2:17][CH2:16][CH:15]=[C:14]3[C:13]4[CH:34]=[CH:35][CH:36]=[N:37][C:12]=4[CH2:11][O:10][C:9]4[CH:38]=[CH:39][C:6]([O:5][CH2:4][C:3]([OH:40])=[O:2])=[CH:7][C:8]3=4)[CH2:19][C:20]2([CH3:32])[CH3:33])=[CH:26][CH:27]=1. The yield is 0.940. (2) The product is [CH2:1]([C:3]1[CH:8]=[CH:7][C:6]([C@H:9]2[CH2:14][C@@H:13]([C:15]([F:17])([F:16])[F:18])[N:12]3[N:19]=[CH:20][C:21]([C:22]([NH:69][CH2:68][C:58]4[C:67]5[C:62](=[CH:63][CH:64]=[CH:65][CH:66]=5)[CH:61]=[CH:60][CH:59]=4)=[O:23])=[C:11]3[NH:10]2)=[CH:5][CH:4]=1)[CH3:2]. The reactants are [CH2:1]([C:3]1[CH:8]=[CH:7][C:6]([C@H:9]2[CH2:14][C@@H:13]([C:15]([F:18])([F:17])[F:16])[N:12]3[N:19]=[CH:20][C:21]([C:22](O)=[O:23])=[C:11]3[NH:10]2)=[CH:5][CH:4]=1)[CH3:2].CN(C(ON1N=NC2C=CC=NC1=2)=[N+](C)C)C.F[P-](F)(F)(F)(F)F.C(N(CC)C(C)C)(C)C.[C:58]1([CH2:68][NH2:69])[C:67]2[C:62](=[CH:63][CH:64]=[CH:65][CH:66]=2)[CH:61]=[CH:60][CH:59]=1. The yield is 0.640. No catalyst specified. (3) No catalyst specified. The reactants are [Si]([O:8][CH:9]([C:22]1[O:23][C:24]([C:27]2[C:32]([CH3:33])=[CH:31][CH:30]=[CH:29][N:28]=2)=[CH:25][N:26]=1)[CH2:10][CH2:11][CH2:12][CH2:13][CH2:14][CH2:15][C:16]1[CH:21]=[CH:20][CH:19]=[CH:18][CH:17]=1)(C(C)(C)C)(C)C.[Si](OC(C1OC([Sn](CCCC)(CCCC)CCCC)=CN=1)CCCCCCC1C=CC=CC=1)(C(C)(C)C)(C)C.BrC1C(C)=CC=CN=1. The product is [CH3:33][C:32]1[C:27]([C:24]2[O:23][C:22]([C:9](=[O:8])[CH2:10][CH2:11][CH2:12][CH2:13][CH2:14][CH2:15][C:16]3[CH:21]=[CH:20][CH:19]=[CH:18][CH:17]=3)=[N:26][CH:25]=2)=[N:28][CH:29]=[CH:30][CH:31]=1. The yield is 0.400. (4) The reactants are [CH3:1][C:2]([CH3:7])=[CH:3][C:4](O)=[O:5].O=S(Cl)Cl.[NH2:12][C:13]1[CH:18]=[CH:17][CH:16]=[CH:15][CH:14]=1.CCN(CC)CC. No catalyst specified. The product is [C:13]1([NH:12][C:4](=[O:5])[CH:3]=[C:2]([CH3:7])[CH3:1])[CH:18]=[CH:17][CH:16]=[CH:15][CH:14]=1. The yield is 0.800. (5) The yield is 0.640. The reactants are Br[C:2]1[CH:7]=[C:6]([CH3:8])[C:5]([CH:9]([C:18]2[CH:23]=[C:22]([F:24])[CH:21]=[CH:20][C:19]=2[F:25])[S:10][C:11]2[CH:16]=[CH:15][C:14]([F:17])=[CH:13][CH:12]=2)=[CH:4][N:3]=1.CCCCCC.C([Li])CCC.[C:37](=[O:39])=[O:38]. The product is [F:25][C:19]1[CH:20]=[CH:21][C:22]([F:24])=[CH:23][C:18]=1[CH:9]([S:10][C:11]1[CH:16]=[CH:15][C:14]([F:17])=[CH:13][CH:12]=1)[C:5]1[C:6]([CH3:8])=[CH:7][C:2]([C:37]([OH:39])=[O:38])=[N:3][CH:4]=1. The catalyst is C1(C)C=CC=CC=1. (6) The reactants are [CH3:1][O:2][CH2:3][CH2:4][CH2:5][S:6]([C:9]1[CH:14]=[CH:13][C:12]([CH:15]([CH2:20][CH:21]2[CH2:26][CH2:25][O:24][CH2:23][CH2:22]2)[C:16](=O)[CH:17]=[CH2:18])=[CH:11][CH:10]=1)(=[O:8])=[O:7].[N:27]1[CH:32]=[CH:31][CH:30]=[CH:29][C:28]=1[CH:33]=O.C([O-])(=O)C.[NH4+:39].C(=O)([O-])O.[Na+]. The catalyst is C(O)C.[Cl-].C([N+]1C(C)=C(CCO)SC=1)C1C=CC=CC=1.C(O)(=O)C.C(N(CC)CC)C. The product is [CH3:1][O:2][CH2:3][CH2:4][CH2:5][S:6]([C:9]1[CH:10]=[CH:11][C:12]([CH:15]([C:16]2[NH:39][C:33]([C:28]3[CH:29]=[CH:30][CH:31]=[CH:32][N:27]=3)=[CH:18][CH:17]=2)[CH2:20][CH:21]2[CH2:26][CH2:25][O:24][CH2:23][CH2:22]2)=[CH:13][CH:14]=1)(=[O:8])=[O:7]. The yield is 0.720.